This data is from Forward reaction prediction with 1.9M reactions from USPTO patents (1976-2016). The task is: Predict the product of the given reaction. (1) Given the reactants [Cl:1][C:2]1[S:6][C:5]([C:7]([NH:9][C:10]2[C:11]([C:15]([O:17]C)=[O:16])=[CH:12][S:13][CH:14]=2)=[O:8])=[CH:4][CH:3]=1.O.[OH-].[Li+], predict the reaction product. The product is: [Cl:1][C:2]1[S:6][C:5]([C:7]([NH:9][C:10]2[C:11]([C:15]([OH:17])=[O:16])=[CH:12][S:13][CH:14]=2)=[O:8])=[CH:4][CH:3]=1. (2) The product is: [CH2:20]([O:19][C:17]([C:13]1[NH:12][CH:16]=[C:15]([C:2](=[O:7])[CH2:3][CH2:4][C:5]([OH:1])=[O:6])[CH:14]=1)=[O:18])[CH3:21]. Given the reactants [O:1]1[C:5](=[O:6])[CH2:4][CH2:3][C:2]1=[O:7].[Al+3].[Cl-].[Cl-].[Cl-].[NH:12]1[CH:16]=[CH:15][CH:14]=[C:13]1[C:17]([O:19][CH2:20][CH3:21])=[O:18], predict the reaction product. (3) The product is: [C:19]([NH:7][C:6]1[CH:8]=[CH:9][C:3]([C:1]#[CH:2])=[CH:4][CH:5]=1)([O:21][CH2:22][CH:23]1[C:24]2[C:29](=[CH:28][CH:27]=[CH:26][CH:25]=2)[C:30]2[C:35]1=[CH:34][CH:33]=[CH:32][CH:31]=2)=[O:20]. Given the reactants [C:1]([C:3]1[CH:9]=[CH:8][C:6]([NH2:7])=[CH:5][CH:4]=1)#[CH:2].CCN(C(C)C)C(C)C.[C:19](Cl)([O:21][CH2:22][CH:23]1[C:35]2[C:30](=[CH:31][CH:32]=[CH:33][CH:34]=2)[C:29]2[C:24]1=[CH:25][CH:26]=[CH:27][CH:28]=2)=[O:20], predict the reaction product. (4) Given the reactants [OH-].[Na+].C[O:4][C:5](=[O:40])[C:6]1[CH:11]=[CH:10][C:9]([C:12]([NH:14][C:15]2[CH:20]=[CH:19][CH:18]=[C:17]([C:21]3[C:30]4[C:25](=[CH:26][C:27]([O:36][CH3:37])=[C:28]5[O:33][C:32]([CH3:35])([CH3:34])[CH2:31][C:29]5=4)[CH2:24][C:23]([CH3:39])([CH3:38])[N:22]=3)[CH:16]=2)=[O:13])=[CH:8][CH:7]=1.[ClH:41], predict the reaction product. The product is: [ClH:41].[CH3:37][O:36][C:27]1[CH:26]=[C:25]2[C:30](=[C:29]3[CH2:31][C:32]([CH3:35])([CH3:34])[O:33][C:28]=13)[C:21]([C:17]1[CH:16]=[C:15]([NH:14][C:12]([C:9]3[CH:8]=[CH:7][C:6]([C:5]([OH:40])=[O:4])=[CH:11][CH:10]=3)=[O:13])[CH:20]=[CH:19][CH:18]=1)=[N:22][C:23]([CH3:39])([CH3:38])[CH2:24]2. (5) Given the reactants [C:1]([O:5][C:6]([N:8]1[CH2:12][C@@H:11]([O:13][CH3:14])[CH2:10][C@H:9]1[C:15](O)=O)=[O:7])([CH3:4])([CH3:3])[CH3:2].[Br:18][C:19]1[CH:28]=[CH:27]C(C(=O)CBr)=[CH:21][CH:20]=1.C([N:32](CC)[CH:33]([CH3:35])[CH3:34])(C)C.C([O-])(=O)C.[NH4+:42], predict the reaction product. The product is: [C:1]([O:5][C:6]([N:8]1[CH2:12][C@@H:11]([O:13][CH3:14])[CH2:10][C@H:9]1[C:15]1[NH:42][CH:35]=[C:33]([C:34]2[CH:27]=[CH:28][C:19]([Br:18])=[CH:20][CH:21]=2)[N:32]=1)=[O:7])([CH3:2])([CH3:3])[CH3:4]. (6) Given the reactants [Cl:1][C:2]1[CH:21]=[C:20]([Cl:22])[CH:19]=[CH:18][C:3]=1[CH2:4][N:5]1[C:9]2[CH:10]=[C:11]([CH2:15][OH:16])[CH:12]=[C:13]([CH3:14])[C:8]=2[N:7]=[C:6]1[CH3:17].O[C:24]1[CH:25]=[C:26]([CH:31]=[CH:32][CH:33]=1)[C:27]([O:29][CH3:30])=[O:28], predict the reaction product. The product is: [Cl:1][C:2]1[CH:21]=[C:20]([Cl:22])[CH:19]=[CH:18][C:3]=1[CH2:4][N:5]1[C:9]2[CH:10]=[C:11]([CH2:15][O:16][C:24]3[CH:25]=[C:26]([CH:31]=[CH:32][CH:33]=3)[C:27]([O:29][CH3:30])=[O:28])[CH:12]=[C:13]([CH3:14])[C:8]=2[N:7]=[C:6]1[CH3:17]. (7) The product is: [ClH:40].[F:18][C:8]1[C:7]2[C@@H:6]([NH:19][CH2:20][CH2:21][CH2:22][C@H:23]3[O:27][C:26](=[O:28])[N:25]([C:29]4[CH:30]=[CH:31][C:32]5[S:37][CH2:36][C:35](=[O:38])[NH:34][C:33]=5[CH:39]=4)[CH2:24]3)[C@H:5]([C:3]([OH:4])=[O:2])[N:15]3[C:16]=2[C:11]([CH:12]=[CH:13][C:14]3=[O:17])=[CH:10][CH:9]=1. Given the reactants C[O:2][C:3]([C@@H:5]1[N:15]2[C:16]3[C:11]([CH:12]=[CH:13][C:14]2=[O:17])=[CH:10][CH:9]=[C:8]([F:18])[C:7]=3[C@H:6]1[NH:19][CH2:20][CH2:21][CH2:22][C@H:23]1[O:27][C:26](=[O:28])[N:25]([C:29]2[CH:30]=[CH:31][C:32]3[S:37][CH2:36][C:35](=[O:38])[NH:34][C:33]=3[CH:39]=2)[CH2:24]1)=[O:4].[ClH:40], predict the reaction product.